The task is: Predict the reactants needed to synthesize the given product.. This data is from Full USPTO retrosynthesis dataset with 1.9M reactions from patents (1976-2016). (1) The reactants are: [CH3:1][O:2][C:3]1[CH:4]=[C:5]2[O:9][C:8]([C:10]3[N:11]=[C:12]4[N:16]([CH:17]=3)[N:15]=[C:14]([O:18][CH3:19])[S:13]4)=[CH:7][C:6]2=[C:20]([OH:22])[CH:21]=1.O[CH2:24][C:25]1[N:26]=[C:27]([C:30]2([OH:35])[CH2:34][CH2:33][O:32][CH2:31]2)[S:28][CH:29]=1.C(P(CCCC)CCCC)CCC.N(C(N1CCCCC1)=O)=NC(N1CCCCC1)=O. Given the product [CH3:1][O:2][C:3]1[CH:21]=[C:20]([O:22][CH2:24][C:25]2[N:26]=[C:27]([C:30]3([OH:35])[CH2:34][CH2:33][O:32][CH2:31]3)[S:28][CH:29]=2)[C:6]2[CH:7]=[C:8]([C:10]3[N:11]=[C:12]4[N:16]([CH:17]=3)[N:15]=[C:14]([O:18][CH3:19])[S:13]4)[O:9][C:5]=2[CH:4]=1, predict the reactants needed to synthesize it. (2) Given the product [OH:7]/[N:6]=[C:5](\[Cl:14])/[C:4]1[CH:8]=[CH:9][C:10]([N+:11]([O-:13])=[O:12])=[C:2]([CH3:1])[CH:3]=1, predict the reactants needed to synthesize it. The reactants are: [CH3:1][C:2]1[CH:3]=[C:4]([CH:8]=[CH:9][C:10]=1[N+:11]([O-:13])=[O:12])/[CH:5]=[N:6]/[OH:7].[Cl:14]N1C(=O)CCC1=O. (3) Given the product [NH2:10][C:4]1[CH:3]=[C:2]([Br:1])[CH:7]=[CH:6][C:5]=1[CH2:8][OH:9], predict the reactants needed to synthesize it. The reactants are: [Br:1][C:2]1[CH:7]=[CH:6][C:5]([CH2:8][OH:9])=[C:4]([N+:10]([O-])=O)[CH:3]=1.[Cl-].[NH4+].C(O)C. (4) Given the product [N+:16]([O-:18])([O:15][CH2:14][CH2:13][CH2:12][CH2:11][OH:10])=[O:17], predict the reactants needed to synthesize it. The reactants are: [N+](C1C=CC(C([O:10][CH2:11][CH2:12][CH2:13][CH2:14][O:15][N+:16]([O-:18])=[O:17])=O)=CC=1)([O-])=O.[OH-].[Na+].